From a dataset of Forward reaction prediction with 1.9M reactions from USPTO patents (1976-2016). Predict the product of the given reaction. (1) Given the reactants [CH3:1][O:2][C:3]1[CH:8]=[CH:7][CH:6]=[CH:5][C:4]=1[C:9]1[N:14]=[CH:13][N:12]=[C:11]([NH:15][C:16]2[CH:17]=[C:18]([CH2:22][S:23]([NH2:26])(=[O:25])=[O:24])[CH:19]=[CH:20][CH:21]=2)[N:10]=1.[Cl:27]C1C=CC(OC)=C(B(O)O)C=1, predict the reaction product. The product is: [Cl:27][C:6]1[CH:7]=[CH:8][C:3]([O:2][CH3:1])=[C:4]([C:9]2[N:14]=[CH:13][N:12]=[C:11]([NH:15][C:16]3[CH:17]=[C:18]([CH2:22][S:23]([NH2:26])(=[O:25])=[O:24])[CH:19]=[CH:20][CH:21]=3)[N:10]=2)[CH:5]=1. (2) The product is: [CH3:32][S:29]([O:28][CH2:27][CH2:26][C:25]1[N:6]2[CH:7]=[C:8]([C:17]3[CH:22]=[CH:21][CH:20]=[C:19]([O:23][CH3:24])[CH:18]=3)[N:9]=[C:10]([N:11]3[CH2:12][CH2:13][O:14][CH2:15][CH2:16]3)[C:5]2=[N:4][C:3]=1[CH2:2][Cl:35])(=[O:31])=[O:30]. Given the reactants O[CH2:2][C:3]1[N:4]=[C:5]2[C:10]([N:11]3[CH2:16][CH2:15][O:14][CH2:13][CH2:12]3)=[N:9][C:8]([C:17]3[CH:22]=[CH:21][CH:20]=[C:19]([O:23][CH3:24])[CH:18]=3)=[CH:7][N:6]2[C:25]=1[CH2:26][CH2:27][OH:28].[S:29](Cl)([CH3:32])(=[O:31])=[O:30].C(Cl)[Cl:35], predict the reaction product. (3) Given the reactants [CH2:1]([N:3]1[C:8]2[N:9]=[C:10](S(C)=O)[N:11]=[CH:12][C:7]=2[CH:6]=[C:5]([C:16]2[CH:21]=[CH:20][CH:19]=[CH:18][C:17]=2[S:22]([CH3:25])(=[O:24])=[O:23])[C:4]1=[O:26])[CH3:2].[CH3:27][N:28]1[CH2:33][CH2:32][CH:31]([CH2:34][CH2:35][NH2:36])[CH2:30][CH2:29]1.CCN(C(C)C)C(C)C, predict the reaction product. The product is: [CH2:1]([N:3]1[C:8]2[N:9]=[C:10]([NH:36][CH2:35][CH2:34][CH:31]3[CH2:32][CH2:33][N:28]([CH3:27])[CH2:29][CH2:30]3)[N:11]=[CH:12][C:7]=2[CH:6]=[C:5]([C:16]2[CH:21]=[CH:20][CH:19]=[CH:18][C:17]=2[S:22]([CH3:25])(=[O:24])=[O:23])[C:4]1=[O:26])[CH3:2]. (4) Given the reactants Br[C:2]1[CH:7]=[CH:6][C:5]([C@@H:8]2[CH2:12][N:11]([C:13]3[CH:18]=[CH:17][CH:16]=[CH:15][CH:14]=3)[CH2:10][C@H:9]2[NH:19][S:20]([CH:23]([CH3:25])[CH3:24])(=[O:22])=[O:21])=[CH:4][CH:3]=1.[CH3:26][S:27]([NH:30][C:31]1[CH:32]=[C:33](B(O)O)[CH:34]=[CH:35][CH:36]=1)(=[O:29])=[O:28], predict the reaction product. The product is: [C:13]1([N:11]2[CH2:12][C@@H:8]([C:5]3[CH:6]=[CH:7][C:2]([C:35]4[CH:34]=[CH:33][CH:32]=[C:31]([NH:30][S:27]([CH3:26])(=[O:28])=[O:29])[CH:36]=4)=[CH:3][CH:4]=3)[C@H:9]([NH:19][S:20]([CH:23]([CH3:25])[CH3:24])(=[O:22])=[O:21])[CH2:10]2)[CH:18]=[CH:17][CH:16]=[CH:15][CH:14]=1. (5) Given the reactants [CH3:1][O:2][C:3]1[CH:4]=[C:5]([CH:7]=[C:8]([N+:10]([O-:12])=[O:11])[CH:9]=1)[NH2:6].[Cl-:13], predict the reaction product. The product is: [Cl:13][CH2:7][CH2:8][CH2:9][C:3]([NH:6][C:5]1[CH:7]=[C:8]([N+:10]([O-:12])=[O:11])[CH:9]=[C:3]([O:2][CH3:1])[CH:4]=1)=[O:2]. (6) Given the reactants [F:1][C:2]1[CH:3]=[CH:4][C:5]([OH:27])=[C:6]([C:8]2[CH2:12][CH2:11][CH2:10][C:9]=2[C:13]2[CH:14]=[C:15]([NH:22][C:23](=[O:26])[CH2:24][CH3:25])[CH:16]=[C:17]([CH:21]=2)[C:18]([OH:20])=[O:19])[CH:7]=1.[F:28][C:29]1[CH:36]=[CH:35][C:32]([CH2:33]Br)=[CH:31][CH:30]=1, predict the reaction product. The product is: [F:28][C:29]1[CH:36]=[CH:35][C:32]([CH2:33][O:19][C:18](=[O:20])[C:17]2[CH:21]=[C:13]([C:9]3[CH2:10][CH2:11][CH2:12][C:8]=3[C:6]3[CH:7]=[C:2]([F:1])[CH:3]=[CH:4][C:5]=3[O:27][CH2:33][C:32]3[CH:35]=[CH:36][C:29]([F:28])=[CH:30][CH:31]=3)[CH:14]=[C:15]([NH:22][C:23](=[O:26])[CH2:24][CH3:25])[CH:16]=2)=[CH:31][CH:30]=1.